From a dataset of Catalyst prediction with 721,799 reactions and 888 catalyst types from USPTO. Predict which catalyst facilitates the given reaction. (1) Reactant: [Cl:1][C:2]1[CH:7]=[CH:6][C:5]([S:8][C:9]2[CH:14]=[CH:13][CH:12]=[CH:11][C:10]=2[C:15]([CH3:20])=[CH:16][C:17]([OH:19])=O)=[CH:4][CH:3]=1.CCN=C=NCCCN(C)C.ON1C2C=CC=CC=2N=N1.[CH3:42][N:43]1[CH2:48][CH2:47][CH:46]([NH:49][CH3:50])[CH2:45][CH2:44]1. Product: [Cl:1][C:2]1[CH:3]=[CH:4][C:5]([S:8][C:9]2[CH:14]=[CH:13][CH:12]=[CH:11][C:10]=2[C:15]([CH3:20])=[CH:16][C:17]([N:49]([CH3:50])[CH:46]2[CH2:47][CH2:48][N:43]([CH3:42])[CH2:44][CH2:45]2)=[O:19])=[CH:6][CH:7]=1. The catalyst class is: 410. (2) Reactant: NC1N=C(C(N2CC3C(=CC=CC=3)C2)=O)C2C(=CC=C(C3C=CC=CC=3S(Cl)(=O)=O)C=2)N=1.NCCN(C)C(=O)OC(C)(C)C.[NH2:45][C:46]1[N:55]=[C:54]([C:56]([N:58]2[CH2:66][C:65]3[C:60](=[CH:61][CH:62]=[CH:63][CH:64]=3)[CH2:59]2)=[O:57])[C:53]2[C:48](=[CH:49][CH:50]=[C:51]([C:67]3[CH:72]=[CH:71][CH:70]=[CH:69][C:68]=3[S:73]([NH:76][CH2:77][CH2:78][N:79](C)[C:80](=O)OC(C)(C)C)(=[O:75])=[O:74])[CH:52]=2)[N:47]=1.Cl. Product: [NH2:45][C:46]1[N:55]=[C:54]([C:56]([N:58]2[CH2:66][C:65]3[C:60](=[CH:61][CH:62]=[CH:63][CH:64]=3)[CH2:59]2)=[O:57])[C:53]2[C:48](=[CH:49][CH:50]=[C:51]([C:67]3[CH:72]=[CH:71][CH:70]=[CH:69][C:68]=3[S:73]([NH:76][CH2:77][CH2:78][NH:79][CH3:80])(=[O:74])=[O:75])[CH:52]=2)[N:47]=1. The catalyst class is: 12. (3) Reactant: [C:1]([C:4]1[CH:5]=[C:6]([C:15]2[NH:16][C:17](=[O:32])[C:18]3[C:19](=[C:21]([CH2:30][CH3:31])[N:22]([CH:24]4[CH2:27][N:26]([CH2:28][CH3:29])[CH2:25]4)[N:23]=3)[N:20]=2)[C:7]([O:10][CH2:11][CH2:12][CH2:13][CH3:14])=[N:8][CH:9]=1)(=[O:3])[CH3:2].[C:33]1([S:39]([OH:42])(=[O:41])=[O:40])[CH:38]=[CH:37][CH:36]=[CH:35][CH:34]=1. Product: [C:33]1([S:39]([OH:42])(=[O:41])=[O:40])[CH:38]=[CH:37][CH:36]=[CH:35][CH:34]=1.[C:1]([C:4]1[CH:5]=[C:6]([C:15]2[NH:16][C:17](=[O:32])[C:18]3[C:19](=[C:21]([CH2:30][CH3:31])[N:22]([CH:24]4[CH2:27][N:26]([CH2:28][CH3:29])[CH2:25]4)[N:23]=3)[N:20]=2)[C:7]([O:10][CH2:11][CH2:12][CH2:13][CH3:14])=[N:8][CH:9]=1)(=[O:3])[CH3:2]. The catalyst class is: 13. (4) Reactant: COC(=O)[O:4][C:5]1[CH:10]=[C:9]([N+:11]([O-:13])=[O:12])[C:8]([C:14]([CH3:17])([CH3:16])[CH3:15])=[CH:7][C:6]=1[C:18]([CH3:21])([CH3:20])[CH3:19].COC(=O)OC1C([N+]([O-])=O)=CC(C(C)(C)C)=CC=1C(C)(C)C.[OH-].[K+].Cl. Product: [C:18]([C:6]1[CH:7]=[C:8]([C:14]([CH3:16])([CH3:15])[CH3:17])[C:9]([N+:11]([O-:13])=[O:12])=[CH:10][C:5]=1[OH:4])([CH3:19])([CH3:20])[CH3:21]. The catalyst class is: 5. (5) Reactant: [Cl:1][C:2]1[CH:3]=[C:4]([NH2:10])[C:5]([NH2:9])=[CH:6][C:7]=1I.[Cl:11][C:12]1[C:17]([Cl:18])=[CH:16][CH:15]=[CH:14][C:13]=1B(O)O.C(=O)([O-])[O-].[Na+].[Na+]. Product: [Cl:1][C:2]1[CH:3]=[C:4]([NH2:10])[C:5]([NH2:9])=[CH:6][C:7]=1[C:16]1[CH:15]=[CH:14][CH:13]=[C:12]([Cl:11])[C:17]=1[Cl:18]. The catalyst class is: 70. (6) Reactant: [CH:1]1([N:7]2[CH2:11][CH2:10][CH:9]([CH2:12][C:13]3[C:18]([Cl:19])=[CH:17][C:16]([C:20]4[CH:25]=[CH:24][C:23]([OH:26])=[CH:22][CH:21]=4)=[CH:15][C:14]=3[Cl:27])[C:8]2=[O:28])[CH2:6][CH2:5][CH2:4][CH2:3][CH2:2]1.Br[CH2:30][C:31]([O:33][CH2:34][CH3:35])=[O:32].C([O-])([O-])=O.[Cs+].[Cs+]. Product: [CH2:34]([O:33][C:31](=[O:32])[CH2:30][O:26][C:23]1[CH:24]=[CH:25][C:20]([C:16]2[CH:15]=[C:14]([Cl:27])[C:13]([CH2:12][CH:9]3[CH2:10][CH2:11][N:7]([CH:1]4[CH2:6][CH2:5][CH2:4][CH2:3][CH2:2]4)[C:8]3=[O:28])=[C:18]([Cl:19])[CH:17]=2)=[CH:21][CH:22]=1)[CH3:35]. The catalyst class is: 3. (7) Reactant: [Cl:1][C:2]1[N:7]=[CH:6][C:5]([OH:8])=[CH:4][N:3]=1.Br[CH2:10][CH:11]([CH3:13])[CH3:12].C([O-])([O-])=O.[K+].[K+]. Product: [Cl:1][C:2]1[N:7]=[CH:6][C:5]([O:8][CH2:10][CH:11]([CH3:13])[CH3:12])=[CH:4][N:3]=1. The catalyst class is: 3. (8) Product: [NH2:32][C:27]1[CH:28]=[CH:29][CH:30]=[CH:31][C:26]=1[CH2:25][NH:24][C:12]([NH:11][C:7]1[N:8]([CH3:10])[N:9]=[C:5]([C:1]([CH3:4])([CH3:2])[CH3:3])[CH:6]=1)=[O:13]. Reactant: [C:1]([C:5]1[CH:6]=[C:7]([NH2:11])[N:8]([CH3:10])[N:9]=1)([CH3:4])([CH3:3])[CH3:2].[C:12](C1NC=CN=1)(C1NC=CN=1)=[O:13].[NH2:24][CH2:25][C:26]1[CH:31]=[CH:30][CH:29]=[CH:28][C:27]=1[NH2:32]. The catalyst class is: 26. (9) The catalyst class is: 5. Reactant: [CH3:1][O:2][C:3]1[CH:18]=[CH:17][C:6]([C:7]([C:9]2[CH:14]=[CH:13][C:12]([O:15][CH3:16])=[CH:11][CH:10]=2)=[O:8])=[CH:5][CH:4]=1.FC(F)(F)S([O-])(=O)=O.[Bi+3].FC(F)(F)S([O-])(=O)=O.F[C:37](F)(F)S([O-])(=O)=O.[C:44]([O-:47])(O)=O.[Na+]. Product: [CH3:16][O:15][C:12]1[CH:13]=[CH:14][C:9]([C:7]([C:6]2[CH:5]=[CH:4][C:3]([O:2][CH3:1])=[CH:18][CH:17]=2)([O:47][CH3:44])[O:8][CH3:37])=[CH:10][CH:11]=1.